This data is from Peptide-MHC class I binding affinity with 185,985 pairs from IEDB/IMGT. The task is: Regression. Given a peptide amino acid sequence and an MHC pseudo amino acid sequence, predict their binding affinity value. This is MHC class I binding data. (1) The peptide sequence is LLKLWIDKV. The MHC is HLA-A02:06 with pseudo-sequence HLA-A02:06. The binding affinity (normalized) is 0.797. (2) The peptide sequence is SYLIRALTL. The MHC is HLA-A02:06 with pseudo-sequence HLA-A02:06. The binding affinity (normalized) is 0.330.